Dataset: Reaction yield outcomes from USPTO patents with 853,638 reactions. Task: Predict the reaction yield, written as a fraction of the theoretical maximum amount of product (1.0 means a 100% yield; for example, 0.34 means a 34% yield). (1) The reactants are CS(O)(=O)=O.[NH2:6][CH2:7][C:8]1[CH:9]=[C:10]2[C:14](=[CH:15][CH:16]=1)[C:13](=[O:17])[N:12]([CH:18]1[CH2:23][CH2:22][C:21](=[O:24])[NH:20][C:19]1=[O:25])[CH2:11]2.C1N=CN([C:31](N2C=NC=C2)=[O:32])C=1.[NH:38]1[CH:42]=[CH:41][N:40]=[C:39]1[C:43]1[CH:48]=[CH:47][C:46]([NH2:49])=[CH:45][CH:44]=1.O. The catalyst is CN(C=O)C.C(OCC)(=O)C. The product is [O:25]=[C:19]1[CH:18]([N:12]2[CH2:11][C:10]3[C:14](=[CH:15][CH:16]=[C:8]([CH2:7][NH:6][C:31]([NH:49][C:46]4[CH:47]=[CH:48][C:43]([C:39]5[NH:38][CH:42]=[CH:41][N:40]=5)=[CH:44][CH:45]=4)=[O:32])[CH:9]=3)[C:13]2=[O:17])[CH2:23][CH2:22][C:21](=[O:24])[NH:20]1. The yield is 0.300. (2) The reactants are F[C:2]1[C:3]([CH3:15])=[N:4][C:5]2[C:10]([N:11]=1)=[C:9]([C:12](=[O:14])[CH3:13])[CH:8]=[CH:7][CH:6]=2.[ClH:16]. No catalyst specified. The product is [Cl:16][C:2]1[C:3]([CH3:15])=[N:4][C:5]2[C:10]([N:11]=1)=[C:9]([C:12](=[O:14])[CH3:13])[CH:8]=[CH:7][CH:6]=2. The yield is 0.990. (3) The reactants are [CH3:1][N:2]1[CH:6]=[C:5]([CH2:7][C:8]([O:10]C)=[O:9])[C:4]([O:12][CH2:13][C:14]2[CH:19]=[CH:18][C:17]([O:20][CH2:21][C:22]3[N:23]=[C:24]([C:28]4[CH:33]=[CH:32][CH:31]=[CH:30][CH:29]=4)[O:25][C:26]=3[CH3:27])=[CH:16][CH:15]=2)=[N:3]1.[OH-].[Na+].O1CCCC1.Cl. The catalyst is C(O)C. The product is [CH3:1][N:2]1[CH:6]=[C:5]([CH2:7][C:8]([OH:10])=[O:9])[C:4]([O:12][CH2:13][C:14]2[CH:15]=[CH:16][C:17]([O:20][CH2:21][C:22]3[N:23]=[C:24]([C:28]4[CH:29]=[CH:30][CH:31]=[CH:32][CH:33]=4)[O:25][C:26]=3[CH3:27])=[CH:18][CH:19]=2)=[N:3]1. The yield is 0.940. (4) The reactants are [N+:1]([C:4]1[CH:9]=[CH:8][C:7]([CH2:10][CH2:11][CH2:12][CH2:13][OH:14])=[CH:6][CH:5]=1)([O-:3])=[O:2].[Br:15][CH2:16][CH2:17][CH2:18][CH2:19][CH2:20][CH2:21]Br.[OH-].[Na+]. The catalyst is S([O-])(O)(=O)=O.C([N+](CCCC)(CCCC)CCCC)CCC.ClCCl. The product is [Br:15][CH2:16][CH2:17][CH2:18][CH2:19][CH2:20][CH2:21][O:14][CH2:13][CH2:12][CH2:11][CH2:10][C:7]1[CH:6]=[CH:5][C:4]([N+:1]([O-:3])=[O:2])=[CH:9][CH:8]=1. The yield is 0.200. (5) The reactants are [N+:1]([C:4]1[CH:5]=[C:6]([C:14]([O-:16])=O)[CH:7]=[C:8]([CH:13]=1)[C:9]([O:11][CH3:12])=[O:10])([O-:3])=[O:2].Cl.CN(C)CCCN=C=NCC.O.ON1C2C=CC=CC=2N=N1.C(N(CC)CC)C.[CH2:47]([NH:50][CH2:51][CH2:52][CH3:53])[CH2:48][CH3:49]. The catalyst is CN(C)C1C=CN=CC=1.ClCCl. The product is [CH3:12][O:11][C:9](=[O:10])[C:8]1[CH:13]=[C:4]([N+:1]([O-:3])=[O:2])[CH:5]=[C:6]([C:14]([N:50]([CH2:51][CH2:52][CH3:53])[CH2:47][CH2:48][CH3:49])=[O:16])[CH:7]=1. The yield is 0.900. (6) The product is [C:14]([O:18][C:19]([N:21]1[CH2:25][CH:24]([C:26]2[CH:31]=[CH:30][CH:29]=[C:28]([O:32][C:33]([F:34])([F:35])[F:36])[CH:27]=2)[CH:23]([NH:37][C:2]2[CH:11]=[CH:10][C:9]([C:12]#[N:13])=[C:8]3[C:3]=2[CH:4]=[CH:5][CH:6]=[N:7]3)[CH2:22]1)=[O:20])([CH3:17])([CH3:15])[CH3:16]. The reactants are Br[C:2]1[CH:11]=[CH:10][C:9]([C:12]#[N:13])=[C:8]2[C:3]=1[CH:4]=[CH:5][CH:6]=[N:7]2.[C:14]([O:18][C:19]([N:21]1[CH2:25][CH:24]([C:26]2[CH:31]=[CH:30][CH:29]=[C:28]([O:32][C:33]([F:36])([F:35])[F:34])[CH:27]=2)[CH:23]([NH2:37])[CH2:22]1)=[O:20])([CH3:17])([CH3:16])[CH3:15].[Na].CC([O-])(C)C.C1(P(C2CCCCC2)C2C=CC=CC=2C2C(C(C)C)=CC(C(C)C)=CC=2C(C)C)CCCCC1. The catalyst is C1(C)C=CC=CC=1.C1C=CC(/C=C/C(/C=C/C2C=CC=CC=2)=O)=CC=1.C1C=CC(/C=C/C(/C=C/C2C=CC=CC=2)=O)=CC=1.C1C=CC(/C=C/C(/C=C/C2C=CC=CC=2)=O)=CC=1.[Pd].[Pd]. The yield is 0.350. (7) The reactants are CC1C=C2C(N=CC=C2)=C2C=1C=CC=N2.C([O-])([O-])=O.[Cs+].[Cs+].I[C:23]1[CH:24]=[C:25]([CH:28]=[CH:29][CH:30]=1)[C:26]#[N:27].[CH2:31]([OH:35])[CH2:32][CH2:33][CH3:34]. The catalyst is [Cu]I.C1(C)C=CC=CC=1. The product is [CH2:31]([O:35][C:23]1[CH:24]=[C:25]([CH:28]=[CH:29][CH:30]=1)[C:26]#[N:27])[CH2:32][CH2:33][CH3:34]. The yield is 0.870.